This data is from Merck oncology drug combination screen with 23,052 pairs across 39 cell lines. The task is: Regression. Given two drug SMILES strings and cell line genomic features, predict the synergy score measuring deviation from expected non-interaction effect. (1) Drug 1: O=S1(=O)NC2(CN1CC(F)(F)F)C1CCC2Cc2cc(C=CCN3CCC(C(F)(F)F)CC3)ccc2C1. Drug 2: NC1CCCCC1N.O=C(O)C(=O)O.[Pt+2]. Cell line: SW620. Synergy scores: synergy=-16.5. (2) Drug 1: COC1=C2CC(C)CC(OC)C(O)C(C)C=C(C)C(OC(N)=O)C(OC)C=CC=C(C)C(=O)NC(=CC1=O)C2=O. Drug 2: CNC(=O)c1cc(Oc2ccc(NC(=O)Nc3ccc(Cl)c(C(F)(F)F)c3)cc2)ccn1. Cell line: NCIH1650. Synergy scores: synergy=-4.61.